From a dataset of Peptide-MHC class II binding affinity with 134,281 pairs from IEDB. Regression. Given a peptide amino acid sequence and an MHC pseudo amino acid sequence, predict their binding affinity value. This is MHC class II binding data. (1) The peptide sequence is RGVRSLSNKIKQKTK. The MHC is H-2-IAb with pseudo-sequence H-2-IAb. The binding affinity (normalized) is 0. (2) The peptide sequence is SGLVWGQKYFKGNFQ. The MHC is HLA-DQA10501-DQB10301 with pseudo-sequence HLA-DQA10501-DQB10301. The binding affinity (normalized) is 0.398.